This data is from TCR-epitope binding with 47,182 pairs between 192 epitopes and 23,139 TCRs. The task is: Binary Classification. Given a T-cell receptor sequence (or CDR3 region) and an epitope sequence, predict whether binding occurs between them. (1) The epitope is RLQSLQTYV. The TCR CDR3 sequence is CASSLGGRASTDTQYF. Result: 0 (the TCR does not bind to the epitope). (2) The TCR CDR3 sequence is CASSLGNPYEQYF. Result: 1 (the TCR binds to the epitope). The epitope is KLNVGDYFV. (3) The epitope is NYSGVVTTVMF. The TCR CDR3 sequence is CASSFSKNAEAFF. Result: 0 (the TCR does not bind to the epitope). (4) The epitope is HPKVSSEVHI. The TCR CDR3 sequence is CATSDVNGAYEQYF. Result: 0 (the TCR does not bind to the epitope). (5) The epitope is YLDAYNMMI. The TCR CDR3 sequence is CASSLGGQLALHF. Result: 0 (the TCR does not bind to the epitope). (6) The epitope is KLSYGIATV. The TCR CDR3 sequence is CAGGWGDEQFF. Result: 0 (the TCR does not bind to the epitope). (7) The TCR CDR3 sequence is CASSLKGQVGEQYF. Result: 1 (the TCR binds to the epitope). The epitope is ARMILMTHF.